Dataset: Reaction yield outcomes from USPTO patents with 853,638 reactions. Task: Predict the reaction yield, written as a fraction of the theoretical maximum amount of product (1.0 means a 100% yield; for example, 0.34 means a 34% yield). (1) The reactants are [Cl:1][C:2]1[CH:10]=[C:9]2[C:5]([C:6]([C:12]3[N:17]=[C:16]4[C:18]([C:21](O)=[O:22])=[CH:19][NH:20][C:15]4=[N:14][CH:13]=3)=[N:7][N:8]2[CH3:11])=[CH:4][CH:3]=1.[NH2:24][C:25]1[CH:26]=[C:27]([CH:30]=[CH:31][CH:32]=1)[C:28]#[N:29].CCN=C=NCCCN(C)C.O. The catalyst is CN(C1C=CN=CC=1)C.CN(C=O)C. The product is [Cl:1][C:2]1[CH:10]=[C:9]2[C:5]([C:6]([C:12]3[N:17]=[C:16]4[C:18]([C:21]([NH:24][C:25]5[CH:32]=[CH:31][CH:30]=[C:27]([C:28]#[N:29])[CH:26]=5)=[O:22])=[CH:19][NH:20][C:15]4=[N:14][CH:13]=3)=[N:7][N:8]2[CH3:11])=[CH:4][CH:3]=1. The yield is 0.200. (2) The reactants are [CH2:1]([O:3][C:4](=[O:42])[CH:5]([N:7]([O:35][C:36]1[CH:41]=[CH:40][CH:39]=[CH:38][CH:37]=1)[PH:8]([CH2:10][C:11]([CH3:34])=[CH:12][CH2:13][C:14]1[C:15]([O:27]CC[Si](C)(C)C)=[C:16]2[C:20](=[C:21]([CH3:25])[C:22]=1[CH2:23][CH3:24])[CH2:19][O:18][C:17]2=[O:26])=[O:9])[CH3:6])[CH3:2].N1C=CC=CC=1. The catalyst is C(O)(C(F)(F)F)=O.C(Cl)Cl. The product is [CH2:1]([O:3][C:4](=[O:42])[CH:5]([N:7]([O:35][C:36]1[CH:41]=[CH:40][CH:39]=[CH:38][CH:37]=1)[PH:8]([CH2:10][C:11]([CH3:34])=[CH:12][CH2:13][C:14]1[C:15]([OH:27])=[C:16]2[C:20](=[C:21]([CH3:25])[C:22]=1[CH2:23][CH3:24])[CH2:19][O:18][C:17]2=[O:26])=[O:9])[CH3:6])[CH3:2]. The yield is 0.870. (3) The reactants are [CH3:1][N:2]1[CH2:7][CH2:6][NH:5][C:4]2[N:8]=[C:9]([CH3:12])[CH:10]=[CH:11][C:3]1=2.[C:13](O[C:13]([O:15][C:16]([CH3:19])([CH3:18])[CH3:17])=[O:14])([O:15][C:16]([CH3:19])([CH3:18])[CH3:17])=[O:14].C(N(CC)CC)C. The catalyst is CN(C1C=CN=CC=1)C.C1COCC1.C(OCC)(=O)C. The product is [CH3:1][N:2]1[CH2:7][CH2:6][N:5]([C:13]([O:15][C:16]([CH3:19])([CH3:18])[CH3:17])=[O:14])[C:4]2[N:8]=[C:9]([CH3:12])[CH:10]=[CH:11][C:3]1=2. The yield is 0.900. (4) The reactants are [C:1]1([CH:7](N2CCN(C([C@@H]3CCCCN3[CH2:7][C:1]3[CH:6]=CC(F)=C[CH:2]=3)=O)CC2)C2C=CC=CC=2)[CH:6]=CC=C[CH:2]=1.[F:36][C:37]1[CH:42]=[CH:41][C:40]([CH:43]([C:58]2[CH:63]=[CH:62][C:61]([F:64])=[CH:60][CH:59]=2)[N:44]2[CH2:49][CH2:48][N:47]([C:50]([CH:52]3[CH2:57][CH2:56][CH2:55][CH2:54][NH:53]3)=[O:51])[CH2:46][CH2:45]2)=[CH:39][CH:38]=1.BrCC(C)C. No catalyst specified. The product is [F:64][C:61]1[CH:60]=[CH:59][C:58]([CH:43]([C:40]2[CH:41]=[CH:42][C:37]([F:36])=[CH:38][CH:39]=2)[N:44]2[CH2:49][CH2:48][N:47]([C:50]([C@@H:52]3[CH2:57][CH2:56][CH2:55][CH2:54][N:53]3[CH2:2][CH:1]([CH3:7])[CH3:6])=[O:51])[CH2:46][CH2:45]2)=[CH:63][CH:62]=1. The yield is 0.460.